This data is from Peptide-MHC class I binding affinity with 185,985 pairs from IEDB/IMGT. The task is: Regression. Given a peptide amino acid sequence and an MHC pseudo amino acid sequence, predict their binding affinity value. This is MHC class I binding data. (1) The peptide sequence is LQNSVVLQF. The MHC is HLA-A32:01 with pseudo-sequence HLA-A32:01. The binding affinity (normalized) is 0.816. (2) The peptide sequence is EIFSAWISH. The MHC is HLA-A11:01 with pseudo-sequence HLA-A11:01. The binding affinity (normalized) is 0.0734. (3) The peptide sequence is KVFDKSLLY. The MHC is HLA-B08:02 with pseudo-sequence HLA-B08:02. The binding affinity (normalized) is 0.0847. (4) The peptide sequence is NIISYIILFI. The MHC is HLA-A02:06 with pseudo-sequence HLA-A02:06. The binding affinity (normalized) is 0.605. (5) The peptide sequence is VHLLQGGKK. The MHC is HLA-A01:01 with pseudo-sequence HLA-A01:01. The binding affinity (normalized) is 0.0847.